Task: Predict the product of the given reaction.. Dataset: Forward reaction prediction with 1.9M reactions from USPTO patents (1976-2016) Given the reactants [Br:1][C:2]1[CH:18]=[CH:17][C:5]([O:6][Si:7]([CH:14]([CH3:16])[CH3:15])([CH:11]([CH3:13])[CH3:12])[CH:8]([CH3:10])[CH3:9])=[C:4]([Cl:19])[CH:3]=1.C(=O)=O.[CH3:23][C:24](C)=O.[Li+].CC([N-]C(C)C)C.C(I)C, predict the reaction product. The product is: [Br:1][C:2]1[CH:18]=[CH:17][C:5]([O:6][Si:7]([CH:14]([CH3:16])[CH3:15])([CH:8]([CH3:9])[CH3:10])[CH:11]([CH3:12])[CH3:13])=[C:4]([Cl:19])[C:3]=1[CH2:23][CH3:24].